Dataset: Reaction yield outcomes from USPTO patents with 853,638 reactions. Task: Predict the reaction yield, written as a fraction of the theoretical maximum amount of product (1.0 means a 100% yield; for example, 0.34 means a 34% yield). (1) The reactants are [CH3:1][O:2][C:3](=[O:34])[CH2:4][CH2:5][C:6]1[CH:11]=[CH:10][C:9]([O:12][C:13]2[CH:18]=[CH:17][C:16]([CH2:19][CH:20]([NH:26]C(OC(C)(C)C)=O)[C:21](=[O:25])[N:22]([CH3:24])[CH3:23])=[CH:15][CH:14]=2)=[CH:8][CH:7]=1.C(Cl)[Cl:36]. No catalyst specified. The product is [ClH:36].[CH3:1][O:2][C:3](=[O:34])[CH2:4][CH2:5][C:6]1[CH:11]=[CH:10][C:9]([O:12][C:13]2[CH:18]=[CH:17][C:16]([CH2:19][CH:20]([NH2:26])[C:21](=[O:25])[N:22]([CH3:23])[CH3:24])=[CH:15][CH:14]=2)=[CH:8][CH:7]=1. The yield is 1.00. (2) The reactants are [CH:1]1[CH:6]=[C:5]([CH:7]([NH2:11])[C:8]([OH:10])=[O:9])[C:4]([Cl:12])=[CH:3][CH:2]=1.[C:13](=O)([O-])[O-].[Na+].[Na+]. The catalyst is CO. The product is [CH3:13][O:9][C:8](=[O:10])[CH:7]([C:5]1[CH:6]=[CH:1][CH:2]=[CH:3][C:4]=1[Cl:12])[NH2:11]. The yield is 0.723. (3) The reactants are [I:1][C:2]1[CH:3]=[C:4]2[C:9](=[CH:10][CH:11]=1)[O:8][C@@H:7]([CH2:12][OH:13])[CH2:6][CH2:5]2.[Si:14](Cl)([C:17]([CH3:20])([CH3:19])[CH3:18])([CH3:16])[CH3:15].N1C=CN=C1.O. The catalyst is CN(C=O)C. The product is [I:1][C:2]1[CH:3]=[C:4]2[C:9](=[CH:10][CH:11]=1)[O:8][C@@H:7]([CH2:12][O:13][Si:14]([C:17]([CH3:20])([CH3:19])[CH3:18])([CH3:16])[CH3:15])[CH2:6][CH2:5]2. The yield is 0.790. (4) The reactants are [CH2:1]([C:5]1[N:6]=[C:7]([CH3:27])[NH:8][C:9](=[O:26])[C:10]=1[CH2:11][C:12]1[CH:17]=[CH:16][C:15]([C:18]2[C:19]([C:24]#[N:25])=[CH:20][CH:21]=[CH:22][CH:23]=2)=[CH:14][CH:13]=1)[CH2:2][CH2:3][CH3:4].C(=O)([O-])[O-].[K+].[K+].Cl.Cl[CH2:36][C:37]1[CH:46]=[CH:45][C:44]2[C:39](=[CH:40][CH:41]=[CH:42][CH:43]=2)[N:38]=1.CN(C)C=O. The catalyst is C(OCC)(=O)C. The product is [CH2:1]([C:5]1[N:6]=[C:7]([CH3:27])[N:8]([CH2:36][C:37]2[CH:46]=[CH:45][C:44]3[C:39](=[CH:40][CH:41]=[CH:42][CH:43]=3)[N:38]=2)[C:9](=[O:26])[C:10]=1[CH2:11][C:12]1[CH:17]=[CH:16][C:15]([C:18]2[C:19]([C:24]#[N:25])=[CH:20][CH:21]=[CH:22][CH:23]=2)=[CH:14][CH:13]=1)[CH2:2][CH2:3][CH3:4]. The yield is 0.260. (5) The reactants are [C:1]([Si:5]([CH3:19])([CH3:18])[O:6][CH2:7][C:8]([C:11]1[CH:16]=[CH:15][C:14]([NH2:17])=[CH:13][CH:12]=1)([CH3:10])[CH3:9])([CH3:4])([CH3:3])[CH3:2].[Br:20]N1C(=O)CCC1=O.CCOC(C)=O. The catalyst is C(Cl)Cl. The product is [Br:20][C:13]1[CH:12]=[C:11]([C:8]([CH3:10])([CH3:9])[CH2:7][O:6][Si:5]([C:1]([CH3:4])([CH3:2])[CH3:3])([CH3:18])[CH3:19])[CH:16]=[CH:15][C:14]=1[NH2:17]. The yield is 0.880. (6) The reactants are Cl.Cl.[CH3:3][N:4]1[CH2:9][CH2:8][N:7]([C:10]([CH:12]2[CH2:17][CH2:16][NH:15][CH2:14][CH2:13]2)=[O:11])[CH2:6][CH2:5]1.CCN(C(C)C)C(C)C.[Br:27][C:28]1[C:33]([N+:34]([O-:36])=[O:35])=[C:32](Br)[C:31]([F:38])=[CH:30][N:29]=1. The catalyst is CN1C(=O)CCC1.CCOC(C)=O. The product is [Br:27][C:28]1[C:33]([N+:34]([O-:36])=[O:35])=[C:32]([N:15]2[CH2:16][CH2:17][CH:12]([C:10]([N:7]3[CH2:6][CH2:5][N:4]([CH3:3])[CH2:9][CH2:8]3)=[O:11])[CH2:13][CH2:14]2)[C:31]([F:38])=[CH:30][N:29]=1. The yield is 0.810.